Dataset: Reaction yield outcomes from USPTO patents with 853,638 reactions. Task: Predict the reaction yield, written as a fraction of the theoretical maximum amount of product (1.0 means a 100% yield; for example, 0.34 means a 34% yield). (1) The reactants are [F:1][C:2]1[CH:7]=[CH:6][C:5]([C:8]2[C:12]([CH2:13][O:14][C:15]3[CH:16]=[C:17]([C:21]([OH:23])=O)[N:18]([CH3:20])[N:19]=3)=[C:11]([CH2:24][OH:25])[O:10][N:9]=2)=[CH:4][CH:3]=1.C(N1C=CN=C1)([N:28]1C=CN=C1)=O.[OH-].[NH4+].[Cl-].[Na+]. The catalyst is CN(C=O)C. The product is [F:1][C:2]1[CH:3]=[CH:4][C:5]([C:8]2[C:12]([CH2:13][O:14][C:15]3[CH:16]=[C:17]([C:21]([NH2:28])=[O:23])[N:18]([CH3:20])[N:19]=3)=[C:11]([CH2:24][OH:25])[O:10][N:9]=2)=[CH:6][CH:7]=1. The yield is 0.850. (2) The reactants are [CH:1]([C:4]1[CH:9]=[CH:8][C:7]([C:10]2[O:11][CH:12]=[C:13]([C:15]3[CH:16]=[C:17]([CH:22]=[CH:23][CH:24]=3)[C:18]([O:20]C)=[O:19])[N:14]=2)=[CH:6][CH:5]=1)([CH3:3])[CH3:2].[Li+].[OH-]. The catalyst is CO.O. The product is [CH:1]([C:4]1[CH:5]=[CH:6][C:7]([C:10]2[O:11][CH:12]=[C:13]([C:15]3[CH:16]=[C:17]([CH:22]=[CH:23][CH:24]=3)[C:18]([OH:20])=[O:19])[N:14]=2)=[CH:8][CH:9]=1)([CH3:3])[CH3:2]. The yield is 0.940. (3) The reactants are N1C=CC=CC=1N.[NH2:8][C:9]1[C:10]([Cl:16])=[N:11][CH:12]=[C:13]([Br:15])[CH:14]=1.N1C=CC=CC=1.[C:23]1([S:29](Cl)(=[O:31])=[O:30])[CH:28]=[CH:27][CH:26]=[CH:25][CH:24]=1. The catalyst is ClCCl. The product is [Br:15][C:13]1[CH:14]=[C:9]([NH:8][S:29]([C:23]2[CH:28]=[CH:27][CH:26]=[CH:25][CH:24]=2)(=[O:31])=[O:30])[C:10]([Cl:16])=[N:11][CH:12]=1. The yield is 0.340. (4) The reactants are [NH2:1][C:2]1[CH:36]=[CH:35][C:5]([O:6][C:7]2[CH:12]=[CH:11][N:10]=[C:9]3[CH:13]=[C:14]([C:16]4[N:21]=[CH:20][C:19]([CH2:22][N:23]([CH2:31][CH2:32][O:33][CH3:34])C(=O)OC(C)(C)C)=[CH:18][CH:17]=4)[S:15][C:8]=23)=[C:4]([F:37])[CH:3]=1.[CH2:38]([O:40][CH:41](O)[C:42]([F:45])([F:44])[F:43])[CH3:39]. The catalyst is CCO. The product is [CH2:38]([O:40][CH:41]([NH:1][C:2]1[CH:36]=[CH:35][C:5]([O:6][C:7]2[CH:12]=[CH:11][N:10]=[C:9]3[CH:13]=[C:14]([C:16]4[CH:17]=[CH:18][C:19]([CH2:22][NH:23][CH2:31][CH2:32][O:33][CH3:34])=[CH:20][N:21]=4)[S:15][C:8]=23)=[C:4]([F:37])[CH:3]=1)[C:42]([F:45])([F:44])[F:43])[CH3:39]. The yield is 0.760. (5) The reactants are Cl[C:2]1[N:3]=[C:4]([N:16]2[CH2:21][CH2:20][O:19][CH2:18][CH2:17]2)[C:5]2[CH:10]=[CH:9][N:8]([CH2:11][C:12]([F:15])([F:14])[F:13])[C:6]=2[N:7]=1.CC1(C)C(C)(C)OB([C:30]2[CH:39]=[CH:38][C:33]3[NH:34][C:35]([NH2:37])=[N:36][C:32]=3[CH:31]=2)O1.C(=O)(O)[O-].[K+]. The catalyst is C1C=CC([P]([Pd]([P](C2C=CC=CC=2)(C2C=CC=CC=2)C2C=CC=CC=2)([P](C2C=CC=CC=2)(C2C=CC=CC=2)C2C=CC=CC=2)[P](C2C=CC=CC=2)(C2C=CC=CC=2)C2C=CC=CC=2)(C2C=CC=CC=2)C2C=CC=CC=2)=CC=1.CN(C=O)C. The product is [N:16]1([C:4]2[C:5]3[CH:10]=[CH:9][N:8]([CH2:11][C:12]([F:15])([F:14])[F:13])[C:6]=3[N:7]=[C:2]([C:30]3[CH:39]=[CH:38][C:33]4[NH:34][C:35]([NH2:37])=[N:36][C:32]=4[CH:31]=3)[N:3]=2)[CH2:21][CH2:20][O:19][CH2:18][CH2:17]1. The yield is 0.340. (6) The reactants are [Br:1][C:2]1[CH:20]=[N:19][C:5]2[N:6]([CH2:17][CH3:18])[C:7]3[N:15]=[C:14]([F:16])[CH:13]=[CH:12][C:8]=3[NH:9][C:10](=[O:11])[C:4]=2[CH:3]=1.[H-].[Na+].[CH3:23]I. The catalyst is CN(C=O)C. The product is [Br:1][C:2]1[CH:20]=[N:19][C:5]2[N:6]([CH2:17][CH3:18])[C:7]3[N:15]=[C:14]([F:16])[CH:13]=[CH:12][C:8]=3[N:9]([CH3:23])[C:10](=[O:11])[C:4]=2[CH:3]=1. The yield is 0.940. (7) The reactants are [NH2:1][C:2]1[C:10]2[C:5](=[N:6][CH:7]=[C:8]([Cl:25])[C:9]=2[N:11]2[CH2:16][CH2:15][CH2:14][C@@H:13]([NH:17][C:18](=[O:24])[O:19][C:20]([CH3:23])([CH3:22])[CH3:21])[CH2:12]2)[NH:4][CH:3]=1.[C:26](Cl)(=[O:29])[CH2:27][CH3:28].[Li+].[OH-]. The catalyst is CN1C(=O)CCC1.C(Cl)Cl.O.N1C=CC=CC=1. The product is [Cl:25][C:8]1[C:9]([N:11]2[CH2:16][CH2:15][CH2:14][C@@H:13]([NH:17][C:18](=[O:24])[O:19][C:20]([CH3:21])([CH3:22])[CH3:23])[CH2:12]2)=[C:10]2[C:2]([NH:1][C:26](=[O:29])[CH2:27][CH3:28])=[CH:3][NH:4][C:5]2=[N:6][CH:7]=1. The yield is 0.636. (8) The reactants are C([O:8][C:9]1[CH:10]=[C:11]2[C:15](=[CH:16][CH:17]=1)[N:14]([CH3:18])[C:13]([C:19]([O:21][CH2:22][CH3:23])=[O:20])=[CH:12]2)C1C=CC=CC=1.C([O-])=O.[NH4+]. The catalyst is [Pd].C(O)C. The product is [OH:8][C:9]1[CH:10]=[C:11]2[C:15](=[CH:16][CH:17]=1)[N:14]([CH3:18])[C:13]([C:19]([O:21][CH2:22][CH3:23])=[O:20])=[CH:12]2. The yield is 0.490. (9) The reactants are [CH3:1][C:2]([N:6]1[CH2:11][CH2:10][CH:9]([S:12][C:13]2[CH:14]=[CH:15][C:16]3[O:25][CH2:24][CH2:23][N:22]4[C:18](=[N:19][C:20]([C:26]5[CH:31]=[CH:30][CH:29]=[CH:28][N:27]=5)=[CH:21]4)[C:17]=3[CH:32]=2)[CH2:8][CH2:7]1)([CH3:5])[CH2:3][OH:4].C(O)(C(F)(F)F)=[O:34].C1C=C(Cl)C=C(C(OO)=O)C=1. The catalyst is C(Cl)Cl. The product is [CH3:5][C:2]([N:6]1[CH2:7][CH2:8][CH:9]([S:12]([C:13]2[CH:14]=[CH:15][C:16]3[O:25][CH2:24][CH2:23][N:22]4[CH:21]=[C:20]([C:26]5[CH:31]=[CH:30][CH:29]=[CH:28][N:27]=5)[N:19]=[C:18]4[C:17]=3[CH:32]=2)=[O:34])[CH2:10][CH2:11]1)([CH3:1])[CH2:3][OH:4]. The yield is 0.520. (10) The reactants are [OH:1][C@@:2]([C:32]1[CH:41]=[CH:40][C:39]2[C:34](=[CH:35][CH:36]=[C:37]([C:42]([NH:44][CH3:45])=[O:43])[CH:38]=2)[CH:33]=1)([C:8]1[N:9]=[CH:10][N:11]([C:13]([C:26]2[CH:31]=[CH:30][CH:29]=[CH:28][CH:27]=2)([C:20]2[CH:25]=[CH:24][CH:23]=[CH:22][CH:21]=2)[C:14]2[CH:19]=[CH:18][CH:17]=[CH:16][CH:15]=2)[CH:12]=1)[CH2:3][C:4](OC)=[O:5].O.Cl. The catalyst is C(OCC)(=O)C. The product is [OH:1][C@@:2]([C:32]1[CH:33]=[C:34]2[C:39](=[CH:40][CH:41]=1)[CH:38]=[C:37]([C:42]([NH:44][CH3:45])=[O:43])[CH:36]=[CH:35]2)([C:8]1[N:9]=[CH:10][N:11]([C:13]([C:20]2[CH:25]=[CH:24][CH:23]=[CH:22][CH:21]=2)([C:26]2[CH:27]=[CH:28][CH:29]=[CH:30][CH:31]=2)[C:14]2[CH:19]=[CH:18][CH:17]=[CH:16][CH:15]=2)[CH:12]=1)[CH2:3][CH2:4][OH:5]. The yield is 0.900.